This data is from Forward reaction prediction with 1.9M reactions from USPTO patents (1976-2016). The task is: Predict the product of the given reaction. (1) Given the reactants [H-].[Na+].[N+:3]([C:6]1[CH:14]=[C:13]2[C:9]([C:10]([CH:15]=O)=[N:11][NH:12]2)=[CH:8][CH:7]=1)([O-:5])=[O:4].[CH3:17][Si:18]([CH2:21][CH2:22][O:23][CH2:24]Cl)([CH3:20])[CH3:19].[NH4+].[Cl-], predict the reaction product. The product is: [CH3:15][C:10]1[C:9]2[C:13](=[CH:14][C:6]([N+:3]([O-:5])=[O:4])=[CH:7][CH:8]=2)[N:12]([CH2:24][O:23][CH2:22][CH2:21][Si:18]([CH3:20])([CH3:19])[CH3:17])[N:11]=1. (2) Given the reactants [CH3:1][S:2]([C:5]1[CH:10]=[CH:9][C:8]([C:11]#[C:12][Si](C)(C)C)=[CH:7][CH:6]=1)(=[O:4])=[O:3].O.[F-].C([N+](CCCC)(CCCC)CCCC)CCC.C(OCC)(=O)C, predict the reaction product. The product is: [C:11]([C:8]1[CH:7]=[CH:6][C:5]([S:2]([CH3:1])(=[O:3])=[O:4])=[CH:10][CH:9]=1)#[CH:12]. (3) Given the reactants [CH3:1][CH:2]([O:4][C:5]1[CH:12]=[CH:11][C:10]([C:13]2[O:17][N:16]=[C:15]([C:18]3[CH:27]=[CH:26][CH:25]=[C:24]4[C:19]=3[CH2:20][CH2:21][NH:22][CH2:23]4)[N:14]=2)=[CH:9][C:6]=1[C:7]#[N:8])[CH3:3].C=O.[BH-](OC(C)=O)(OC(C)=O)O[C:32](C)=O.[Na+], predict the reaction product. The product is: [CH3:3][CH:2]([O:4][C:5]1[CH:12]=[CH:11][C:10]([C:13]2[O:17][N:16]=[C:15]([C:18]3[CH:27]=[CH:26][CH:25]=[C:24]4[C:19]=3[CH2:20][CH2:21][N:22]([CH3:32])[CH2:23]4)[N:14]=2)=[CH:9][C:6]=1[C:7]#[N:8])[CH3:1].